This data is from Full USPTO retrosynthesis dataset with 1.9M reactions from patents (1976-2016). The task is: Predict the reactants needed to synthesize the given product. (1) Given the product [NH2:20][C:16]1[CH:17]=[CH:18][CH:19]=[C:12]([CH2:11][O:10][C:9]2[CH:23]=[CH:24][C:6]([Cl:5])=[CH:7][C:8]=2[CH3:25])[C:13]=1[C:14]#[N:15], predict the reactants needed to synthesize it. The reactants are: [Sn](Cl)Cl.Cl.[Cl:5][C:6]1[CH:24]=[CH:23][C:9]([O:10][CH2:11][C:12]2[CH:19]=[CH:18][CH:17]=[C:16]([N+:20]([O-])=O)[C:13]=2[C:14]#[N:15])=[C:8]([CH3:25])[CH:7]=1.[OH-].[K+]. (2) Given the product [C:1]([O:7][CH2:8][C@H:9]1[O:13][C:12](=[O:14])[CH2:11][C@@H:10]1[CH:29]1[O:32][CH2:33][CH2:34][O:31]1)(=[O:6])[C:2]([CH3:5])([CH3:4])[CH3:3], predict the reactants needed to synthesize it. The reactants are: [C:1]([O:7][CH2:8][C@H:9]1[O:13][C:12](=[O:14])[CH:11]=[CH:10]1)(=[O:6])[C:2]([CH3:5])([CH3:4])[CH3:3].C(C1C=CC=CC=1)(=O)C1C=CC=CC=1.[C:29]([O:32][CH2:33][CH3:34])(=[O:31])C.C(Cl)(Cl)Cl. (3) The reactants are: [Cl:1][C:2]1[N:3]=[C:4]([C:15]2[CH:16]=[N:17][CH:18]=[CH:19][CH:20]=2)[S:5][C:6]=1[N:7](C)[C:8](=O)C(F)(F)F.C(=O)([O-])[O-].[K+].[K+]. Given the product [Cl:1][C:2]1[N:3]=[C:4]([C:15]2[CH:16]=[N:17][CH:18]=[CH:19][CH:20]=2)[S:5][C:6]=1[NH:7][CH3:8], predict the reactants needed to synthesize it.